This data is from Catalyst prediction with 721,799 reactions and 888 catalyst types from USPTO. The task is: Predict which catalyst facilitates the given reaction. (1) Reactant: CS(O[CH:6]1[CH2:9][N:8]([C:10]([O:12][C:13]([CH3:16])([CH3:15])[CH3:14])=[O:11])[CH2:7]1)(=O)=O.[I:17][C:18]1[C:26]2[C:21](=[N:22][CH:23]=[N:24][C:25]=2[NH2:27])[NH:20][N:19]=1.C(=O)([O-])[O-].[Cs+].[Cs+].C(OCC)(=O)C. Product: [NH2:27][C:25]1[N:24]=[CH:23][N:22]=[C:21]2[N:20]([CH:6]3[CH2:9][N:8]([C:10]([O:12][C:13]([CH3:16])([CH3:15])[CH3:14])=[O:11])[CH2:7]3)[N:19]=[C:18]([I:17])[C:26]=12. The catalyst class is: 18. (2) Reactant: FC(F)(F)C(O)=O.[CH3:8][S:9]([C:12]1[CH:33]=[CH:32][C:15]([O:16][C:17]2[N:22]=[CH:21][N:20]=[C:19]3[N:23]([CH:26]4[CH2:31][CH2:30][NH:29][CH2:28][CH2:27]4)[N:24]=[CH:25][C:18]=23)=[CH:14][CH:13]=1)(=[O:11])=[O:10].[CH3:34][C:35]1[O:39][N:38]=[C:37]([CH:40]=O)[CH:36]=1.C(N(CC)CC)C.C(O[BH-](OC(=O)C)OC(=O)C)(=O)C.[Na+]. Product: [CH3:8][S:9]([C:12]1[CH:13]=[CH:14][C:15]([O:16][C:17]2[N:22]=[CH:21][N:20]=[C:19]3[N:23]([CH:26]4[CH2:27][CH2:28][N:29]([CH2:40][C:37]5[CH:36]=[C:35]([CH3:34])[O:39][N:38]=5)[CH2:30][CH2:31]4)[N:24]=[CH:25][C:18]=23)=[CH:32][CH:33]=1)(=[O:11])=[O:10]. The catalyst class is: 26. (3) Reactant: Cl[CH2:2][C:3]1[S:7][C:6]([C:8]2[NH:9][C:10]3[C:15]([CH:16]=2)=[CH:14][CH:13]=[CH:12][C:11]=3[N:17]([CH3:26])[S:18]([C:21]2[S:22][CH:23]=[CH:24][CH:25]=2)(=[O:20])=[O:19])=[N:5][CH:4]=1.C(N(CC)CC)C.Cl.Cl.[NH2:36][CH2:37][CH2:38][CH2:39][C:40]([O:42][CH2:43][CH3:44])=[O:41].CN(C)C=O. Product: [CH3:26][N:17]([S:18]([C:21]1[S:22][CH:23]=[CH:24][CH:25]=1)(=[O:19])=[O:20])[C:11]1[CH:12]=[CH:13][CH:14]=[C:15]2[C:10]=1[NH:9][C:8]([C:6]1[S:7][C:3]([CH2:2][NH:36][CH2:37][CH2:38][CH2:39][C:40]([O:42][CH2:43][CH3:44])=[O:41])=[CH:4][N:5]=1)=[CH:16]2. The catalyst class is: 6.